Dataset: NCI-60 drug combinations with 297,098 pairs across 59 cell lines. Task: Regression. Given two drug SMILES strings and cell line genomic features, predict the synergy score measuring deviation from expected non-interaction effect. (1) Drug 1: CC12CCC(CC1=CCC3C2CCC4(C3CC=C4C5=CN=CC=C5)C)O. Drug 2: C1C(C(OC1N2C=NC3=C(N=C(N=C32)Cl)N)CO)O. Cell line: A549. Synergy scores: CSS=-2.53, Synergy_ZIP=-0.508, Synergy_Bliss=-2.61, Synergy_Loewe=-5.12, Synergy_HSA=-5.41. (2) Drug 1: CC1CCC2CC(C(=CC=CC=CC(CC(C(=O)C(C(C(=CC(C(=O)CC(OC(=O)C3CCCCN3C(=O)C(=O)C1(O2)O)C(C)CC4CCC(C(C4)OC)O)C)C)O)OC)C)C)C)OC. Drug 2: COCCOC1=C(C=C2C(=C1)C(=NC=N2)NC3=CC=CC(=C3)C#C)OCCOC.Cl. Cell line: PC-3. Synergy scores: CSS=23.7, Synergy_ZIP=-8.67, Synergy_Bliss=-0.443, Synergy_Loewe=-0.0196, Synergy_HSA=0.00845. (3) Drug 1: CC(CN1CC(=O)NC(=O)C1)N2CC(=O)NC(=O)C2. Drug 2: C1=C(C(=O)NC(=O)N1)N(CCCl)CCCl. Cell line: HT29. Synergy scores: CSS=36.4, Synergy_ZIP=-9.42, Synergy_Bliss=-6.01, Synergy_Loewe=-4.92, Synergy_HSA=-1.75. (4) Drug 1: C1CN(CCN1C(=O)CCBr)C(=O)CCBr. Drug 2: COCCOC1=C(C=C2C(=C1)C(=NC=N2)NC3=CC=CC(=C3)C#C)OCCOC.Cl. Cell line: A549. Synergy scores: CSS=45.6, Synergy_ZIP=3.50, Synergy_Bliss=5.03, Synergy_Loewe=6.04, Synergy_HSA=7.33. (5) Drug 1: C1=NC2=C(N1)C(=S)N=CN2. Drug 2: C1C(C(OC1N2C=NC(=NC2=O)N)CO)O. Cell line: EKVX. Synergy scores: CSS=5.05, Synergy_ZIP=-0.0238, Synergy_Bliss=1.000, Synergy_Loewe=-1.48, Synergy_HSA=-0.590. (6) Drug 1: CC12CCC(CC1=CCC3C2CCC4(C3CC=C4C5=CN=CC=C5)C)O. Drug 2: CC1=C(C(=O)C2=C(C1=O)N3CC4C(C3(C2COC(=O)N)OC)N4)N. Cell line: SF-539. Synergy scores: CSS=21.0, Synergy_ZIP=-8.35, Synergy_Bliss=-6.51, Synergy_Loewe=-33.5, Synergy_HSA=-5.24.